Dataset: Peptide-MHC class I binding affinity with 185,985 pairs from IEDB/IMGT. Task: Regression. Given a peptide amino acid sequence and an MHC pseudo amino acid sequence, predict their binding affinity value. This is MHC class I binding data. (1) The peptide sequence is TIPTNIPTL. The MHC is HLA-B08:01 with pseudo-sequence HLA-B08:01. The binding affinity (normalized) is 0.0847. (2) The peptide sequence is YANDIEKKI. The MHC is H-2-Kk with pseudo-sequence H-2-Kk. The binding affinity (normalized) is 0.154. (3) The binding affinity (normalized) is 0.687. The peptide sequence is ALALEQYGI. The MHC is HLA-A02:01 with pseudo-sequence HLA-A02:01. (4) The peptide sequence is NMLREGLSP. The MHC is HLA-A30:01 with pseudo-sequence HLA-A30:01. The binding affinity (normalized) is 0.165.